From a dataset of Full USPTO retrosynthesis dataset with 1.9M reactions from patents (1976-2016). Predict the reactants needed to synthesize the given product. (1) Given the product [CH:1]([C:4]1[CH:5]=[CH:6][C:7]([O:22][CH3:23])=[C:8]([C:10]2[CH:15]=[CH:14][C:13]([C:16]([F:17])([F:18])[F:19])=[CH:12][C:11]=2[CH2:20][NH:21][C:25]2[N:26]=[CH:27][C:28]([O:31][CH2:32][CH2:33][CH2:34][C:35]([O:37][C:38]([CH3:41])([CH3:40])[CH3:39])=[O:36])=[CH:29][N:30]=2)[CH:9]=1)([CH3:3])[CH3:2], predict the reactants needed to synthesize it. The reactants are: [CH:1]([C:4]1[CH:5]=[CH:6][C:7]([O:22][CH3:23])=[C:8]([C:10]2[CH:15]=[CH:14][C:13]([C:16]([F:19])([F:18])[F:17])=[CH:12][C:11]=2[CH2:20][NH2:21])[CH:9]=1)([CH3:3])[CH3:2].Cl[C:25]1[N:30]=[CH:29][C:28]([O:31][CH2:32][CH2:33][CH2:34][C:35]([O:37][C:38]([CH3:41])([CH3:40])[CH3:39])=[O:36])=[CH:27][N:26]=1.C1(P(C2C=CC=CC=2)C2C=CC3C(=CC=CC=3)C=2C2C3C(=CC=CC=3)C=CC=2P(C2C=CC=CC=2)C2C=CC=CC=2)C=CC=CC=1.CC(C)([O-])C.[Na+]. (2) Given the product [CH:1]1([C:7]2[S:8][C:9]3[C:15](=[O:16])[CH:14]=[CH:13][C:12](=[O:18])[C:10]=3[N:11]=2)[CH2:2][CH2:3][CH2:4][CH2:5][CH2:6]1, predict the reactants needed to synthesize it. The reactants are: [CH:1]1([C:7]2[S:8][C:9]3[C:15]([O:16]C)=[CH:14][CH:13]=[C:12]([O:18]C)[C:10]=3[N:11]=2)[CH2:6][CH2:5][CH2:4][CH2:3][CH2:2]1.[Ce+4].[N+]([O-])([O-])=O.[NH4+].